This data is from Catalyst prediction with 721,799 reactions and 888 catalyst types from USPTO. The task is: Predict which catalyst facilitates the given reaction. Reactant: [F:1][C:2]1[CH:7]=[C:6]([OH:8])[CH:5]=[C:4]([F:9])[C:3]=1[C:10]1[N:15]=[C:14]([C:16]([O:18][CH3:19])=[O:17])[CH:13]=[CH:12][C:11]=1[F:20].C(=O)([O-])[O-].[K+].[K+].CC1C=CC(S(O[CH:38]2[CH2:41][O:40][CH2:39]2)(=O)=O)=CC=1. Product: [F:1][C:2]1[CH:7]=[C:6]([O:8][CH:38]2[CH2:41][O:40][CH2:39]2)[CH:5]=[C:4]([F:9])[C:3]=1[C:10]1[N:15]=[C:14]([C:16]([O:18][CH3:19])=[O:17])[CH:13]=[CH:12][C:11]=1[F:20]. The catalyst class is: 248.